From a dataset of Forward reaction prediction with 1.9M reactions from USPTO patents (1976-2016). Predict the product of the given reaction. (1) Given the reactants [Cl:1][C:2]1[CH:7]=[CH:6][C:5]([NH:8][C:9](=O)[C:10]([F:23])([F:22])[C:11]2[C:20]3[C:15](=[CH:16][CH:17]=[CH:18][CH:19]=3)[C:14]([F:21])=[CH:13][CH:12]=2)=[C:4]([F:25])[C:3]=1[CH2:26][CH2:27][OH:28].B.C1COCC1.C([O-])(O)=O.[Na+], predict the reaction product. The product is: [F:23][C:10]([F:22])([C:11]1[C:20]2[C:15](=[CH:16][CH:17]=[CH:18][CH:19]=2)[C:14]([F:21])=[CH:13][CH:12]=1)[CH2:9][NH:8][C:5]1[C:4]([F:25])=[C:3]([CH2:26][CH2:27][OH:28])[C:2]([Cl:1])=[CH:7][CH:6]=1. (2) Given the reactants C(N1CCN(C2SC(C(O)=O)=C(C)N=2)C1=O)C1C=CC=CC=1.[CH3:23][C:24]1[N:25]=[C:26]([N:32]2[CH2:36][CH2:35][N:34]([CH2:37][C:38]3[CH:43]=[CH:42][C:41]([O:44][C:45]([F:48])([F:47])[F:46])=[CH:40][CH:39]=3)[C:33]2=[O:49])[S:27][C:28]=1[C:29]([OH:31])=O.[CH2:50]([NH2:58])[CH2:51][C:52]1[CH:57]=[CH:56][CH:55]=[CH:54][CH:53]=1, predict the reaction product. The product is: [CH3:23][C:24]1[N:25]=[C:26]([N:32]2[CH2:36][CH2:35][N:34]([CH2:37][C:38]3[CH:43]=[CH:42][C:41]([O:44][C:45]([F:46])([F:47])[F:48])=[CH:40][CH:39]=3)[C:33]2=[O:49])[S:27][C:28]=1[C:29]([NH:58][CH2:50][CH2:51][C:52]1[CH:57]=[CH:56][CH:55]=[CH:54][CH:53]=1)=[O:31]. (3) Given the reactants [N:1]([C:4]1[CH:5]=[CH:6][C:7]([CH3:30])=[C:8]([C:10]([C:12]2[CH:17]=[CH:16][C:15]([NH:18]C3C=CC(C(F)(F)F)=CC=3)=[CH:14][C:13]=2[Cl:29])=[O:11])[CH:9]=1)=[N+:2]=[N-:3].N[C:32]1[CH:33]=[CH:34][C:35]([CH3:55])=[C:36]([C:55]([C:35]2[CH:36]=[CH:37][C:32](N[C:34]3[CH:33]=[CH:32][CH:37]=[CH:36][C:35]=3[CH3:55])=[CH:33][C:34]=2Cl)=O)[CH:37]=1, predict the reaction product. The product is: [N:1]([C:4]1[CH:5]=[CH:6][C:7]([CH3:30])=[C:8]([C:10]([C:12]2[CH:17]=[CH:16][C:15]([NH:18][C:34]3[CH:33]=[CH:32][CH:37]=[CH:36][C:35]=3[CH3:55])=[CH:14][C:13]=2[Cl:29])=[O:11])[CH:9]=1)=[N+:2]=[N-:3]. (4) Given the reactants C[O:2][C:3](=[O:44])[C:4]1[CH:9]=[CH:8][C:7]([CH2:10][NH:11][C:12]([C@H:14]2[C@H:18]([C:19]3[CH:24]=[CH:23][CH:22]=[C:21]([Cl:25])[C:20]=3[F:26])[C@:17]([C:29]3[CH:34]=[CH:33][C:32]([Cl:35])=[CH:31][C:30]=3[F:36])([C:27]#[N:28])[C@H:16]([CH2:37][C:38]([CH3:41])([CH3:40])[CH3:39])[NH:15]2)=[O:13])=[CH:6][C:5]=1[O:42][CH3:43].C1COCC1.O.[OH-].[Li+], predict the reaction product. The product is: [Cl:35][C:32]1[CH:33]=[CH:34][C:29]([C@@:17]2([C:27]#[N:28])[C@H:16]([CH2:37][C:38]([CH3:40])([CH3:41])[CH3:39])[NH:15][C@@H:14]([C:12]([NH:11][CH2:10][C:7]3[CH:8]=[CH:9][C:4]([C:3]([OH:44])=[O:2])=[C:5]([O:42][CH3:43])[CH:6]=3)=[O:13])[C@@H:18]2[C:19]2[CH:24]=[CH:23][CH:22]=[C:21]([Cl:25])[C:20]=2[F:26])=[C:30]([F:36])[CH:31]=1. (5) Given the reactants [C:1]([O:5][C:6]([N:8]1[CH2:12][CH2:11][CH2:10][C@H:9]1[C:13]([OH:15])=O)=[O:7])([CH3:4])([CH3:3])[CH3:2].C1C=C[C:19]2N(O)N=[N:22][C:20]=2[CH:21]=1.C1(N)CC1.CCN(C(C)C)C(C)C, predict the reaction product. The product is: [C:1]([O:5][C:6]([N:8]1[CH2:12][CH2:11][CH2:10][C@H:9]1[C:13](=[O:15])[NH:22][CH:20]1[CH2:21][CH2:19]1)=[O:7])([CH3:2])([CH3:3])[CH3:4]. (6) Given the reactants [CH2:1]([O:8][C:9]1[CH:10]=[C:11]2[C:15](=[CH:16][CH:17]=1)[NH:14][CH:13]=[CH:12]2)[C:2]1[CH:7]=[CH:6][CH:5]=[CH:4][CH:3]=1.[CH3:18][C:19]([O-])([CH3:21])[CH3:20].[K+].BrC[N:26]1[C:30](=[O:31])C2=CC=[CH:34][CH:35]=[C:28]2[C:27]1=[O:36], predict the reaction product. The product is: [CH2:18]=[C:19]1[CH:21]=[CH:34][CH:35]=[C:28]2[C:27]([N:26]([N:14]3[C:15]4[C:11](=[CH:10][C:9]([O:8][CH2:1][C:2]5[CH:3]=[CH:4][CH:5]=[CH:6][CH:7]=5)=[CH:17][CH:16]=4)[CH:12]=[CH:13]3)[C:30](=[O:31])[CH:20]12)=[O:36]. (7) The product is: [CH2:52]([O:51][C:49]([NH:27][S:24]([C:16]1[S:17][C:18]([CH2:20][CH:21]([CH3:23])[CH3:22])=[CH:19][C:15]=1[C:11]1[CH:12]=[CH:13][CH:14]=[C:9]([CH2:8][N:4]2[C:5](=[O:7])[CH2:6][N:2]([CH3:1])[C:3]2=[O:32])[CH:10]=1)(=[O:26])=[O:25])=[O:50])[CH2:53][CH2:54][CH3:55]. Given the reactants [CH3:1][N:2]1[CH2:6][C:5](=[O:7])[N:4]([CH2:8][C:9]2[CH:10]=[C:11]([C:15]3[CH:19]=[C:18]([CH2:20][CH:21]([CH3:23])[CH3:22])[S:17][C:16]=3[S:24]([NH:27]C(C)(C)C)(=[O:26])=[O:25])[CH:12]=[CH:13][CH:14]=2)[C:3]1=[O:32].B(Cl)(Cl)Cl.N1(C2C=CC=CN=2)CCCC1.Cl[C:49]([O:51][CH2:52][CH2:53][CH2:54][CH3:55])=[O:50].C(O)(=O)CC(CC(O)=O)(C(O)=O)O, predict the reaction product. (8) Given the reactants Cl.[O:2]=[C:3]([C:10]1[CH:15]=[CH:14][CH:13]=[CH:12][CH:11]=1)[CH2:4][C:5](=[NH:9])[O:6][CH2:7][CH3:8].C(N(CC)CC)C, predict the reaction product. The product is: [O:2]=[C:3]([C:10]1[CH:15]=[CH:14][CH:13]=[CH:12][CH:11]=1)[CH2:4][C:5](=[NH:9])[O:6][CH2:7][CH3:8].